Dataset: Peptide-MHC class I binding affinity with 185,985 pairs from IEDB/IMGT. Task: Regression. Given a peptide amino acid sequence and an MHC pseudo amino acid sequence, predict their binding affinity value. This is MHC class I binding data. (1) The peptide sequence is NHDGIQAGV. The binding affinity (normalized) is 0.0847. The MHC is HLA-A25:01 with pseudo-sequence HLA-A25:01. (2) The peptide sequence is EQFPNATAF. The MHC is HLA-B46:01 with pseudo-sequence HLA-B46:01. The binding affinity (normalized) is 0.282.